This data is from Reaction yield outcomes from USPTO patents with 853,638 reactions. The task is: Predict the reaction yield, written as a fraction of the theoretical maximum amount of product (1.0 means a 100% yield; for example, 0.34 means a 34% yield). The reactants are [CH2:1]([O:8][C:9]1[CH:17]=[CH:16][CH:15]=[C:11]([C:12]([OH:14])=O)[C:10]=1[C:18]([OH:20])=O)[C:2]1[CH:7]=[CH:6][CH:5]=[CH:4][CH:3]=1.Cl.[NH2:22][CH:23]1[CH2:29][CH2:28][C:27](=[O:30])[NH:26][C:24]1=[O:25]. The catalyst is N1C=CC=CC=1. The product is [CH2:1]([O:8][C:9]1[CH:17]=[CH:16][CH:15]=[C:11]2[C:10]=1[C:18](=[O:20])[N:22]([CH:23]1[CH2:29][CH2:28][C:27](=[O:30])[NH:26][C:24]1=[O:25])[C:12]2=[O:14])[C:2]1[CH:3]=[CH:4][CH:5]=[CH:6][CH:7]=1. The yield is 0.860.